The task is: Predict the product of the given reaction.. This data is from Forward reaction prediction with 1.9M reactions from USPTO patents (1976-2016). (1) Given the reactants [Cl:1][C:2]1[CH:7]=[C:6]([Cl:8])[CH:5]=[CH:4][C:3]=1[CH2:9][CH2:10][C:11]([OH:13])=O.[Cl:14][C:15]1[CH:16]=[CH:17][CH:18]=[C:19]2[C:28]=1[C:22]1([CH2:27][CH2:26][NH:25][CH2:24][CH2:23]1)[CH2:21][CH:20]2[CH2:29][C:30]([O:32]CC)=[O:31], predict the reaction product. The product is: [Cl:14][C:15]1[CH:16]=[CH:17][CH:18]=[C:19]2[C:28]=1[C:22]1([CH2:23][CH2:24][N:25]([C:11](=[O:13])[CH2:10][CH2:9][C:3]3[CH:4]=[CH:5][C:6]([Cl:8])=[CH:7][C:2]=3[Cl:1])[CH2:26][CH2:27]1)[CH2:21][CH:20]2[CH2:29][C:30]([OH:32])=[O:31]. (2) Given the reactants [2H][C:2]1[C:7]([2H])=[C:6]([NH2:9])[C:5]([NH2:10])=[C:4]([2H])[C:3]=1[2H].C(O)(=O)C(O)=O.[Br:19][C:20]1[CH:21]=[C:22]([CH:25]=[CH:26][CH:27]=1)[CH:23]=O, predict the reaction product. The product is: [Br:19][C:20]1[CH:21]=[C:22]([C:23]2[NH:10][C:5]3[CH:4]=[CH:3][CH:2]=[CH:7][C:6]=3[N:9]=2)[CH:25]=[CH:26][CH:27]=1.